From a dataset of Forward reaction prediction with 1.9M reactions from USPTO patents (1976-2016). Predict the product of the given reaction. The product is: [CH3:1][O:2][C:3](=[O:40])[C:4]1[CH:9]=[CH:8][C:7]([O:10][C:11]2[CH:12]=[C:13]([Cl:39])[C:14]([CH2:18][CH:19]3[CH2:23][CH2:22][N:21]([CH:24]4[CH2:25][CH2:26][CH:27]([OH:30])[CH2:28][CH2:29]4)[C:20]3=[O:38])=[C:15]([Cl:17])[CH:16]=2)=[CH:6][CH:5]=1. Given the reactants [CH3:1][O:2][C:3](=[O:40])[C:4]1[CH:9]=[CH:8][C:7]([O:10][C:11]2[CH:16]=[C:15]([Cl:17])[C:14]([CH2:18][CH:19]3[CH2:23][CH2:22][N:21]([C@H:24]4[CH2:29][CH2:28][C@@H:27]([O:30][Si](C(C)(C)C)(C)C)[CH2:26][CH2:25]4)[C:20]3=[O:38])=[C:13]([Cl:39])[CH:12]=2)=[CH:6][CH:5]=1.Cl, predict the reaction product.